From a dataset of Full USPTO retrosynthesis dataset with 1.9M reactions from patents (1976-2016). Predict the reactants needed to synthesize the given product. (1) Given the product [CH3:19][CH:20]([CH3:22])[CH2:21][CH:15]([C:12]1[CH:13]=[CH:14][C:9]([C:6]2[CH:5]=[CH:4][C:3]([C:2]([F:17])([F:18])[F:1])=[CH:8][CH:7]=2)=[CH:10][CH:11]=1)[OH:16], predict the reactants needed to synthesize it. The reactants are: [F:1][C:2]([F:18])([F:17])[C:3]1[CH:8]=[CH:7][C:6]([C:9]2[CH:14]=[CH:13][C:12]([CH:15]=[O:16])=[CH:11][CH:10]=2)=[CH:5][CH:4]=1.[CH2:19]([Mg]Br)[CH:20]([CH3:22])[CH3:21]. (2) Given the product [Cl:1][C:2]1[CH:3]=[C:4]([S:9]([N:12]2[CH2:13][CH:16]([CH2:15][NH2:18])[CH2:17]2)(=[O:10])=[O:11])[CH:5]=[CH:6][C:7]=1[Cl:8], predict the reactants needed to synthesize it. The reactants are: [Cl:1][C:2]1[CH:3]=[C:4]([S:9]([N:12]2[CH2:17][CH2:16][CH:15]([NH2:18])C[CH2:13]2)(=[O:11])=[O:10])[CH:5]=[CH:6][C:7]=1[Cl:8].N1CC(N(C)C(=O)OC(C)(C)C)C1. (3) Given the product [CH2:1]([O:3][C:4]([C:6]1[NH:14][C:13]2[C:12]([Cl:15])=[CH:11][N:10]=[CH:9][C:8]=2[C:7]=1[NH:16][C:17]1[CH:22]=[CH:21][C:20]([I:28])=[CH:19][C:18]=1[F:27])=[O:5])[CH3:2], predict the reactants needed to synthesize it. The reactants are: [CH2:1]([O:3][C:4]([C:6]1[NH:14][C:13]2[C:12]([Cl:15])=[CH:11][N:10]=[CH:9][C:8]=2[C:7]=1[NH:16][C:17]1[CH:22]=[CH:21][C:20]([Si](C)(C)C)=[CH:19][C:18]=1[F:27])=[O:5])[CH3:2].[I:28]Cl.S([O-])([O-])(=O)=S.[Na+].[Na+]. (4) Given the product [Br:12][C:10]1[CH:9]=[C:8]2[C:13]([OH:15])=[C:21]([C:22]#[N:23])[CH:20]=[N:6][N:7]2[CH:11]=1, predict the reactants needed to synthesize it. The reactants are: CS(O)(=O)=O.[NH2:6][N:7]1[CH:11]=[C:10]([Br:12])[CH:9]=[C:8]1[C:13]([O:15]C)=O.C(O[CH:20](OCC)[CH2:21][C:22]#[N:23])C.ClC(Cl)C.C1CCN2C(=NCCC2)CC1. (5) The reactants are: [CH3:1][C@:2]([NH2:13])([C:10]([OH:12])=[O:11])[CH2:3][C:4]1[CH:9]=[CH:8][CH:7]=[CH:6][CH:5]=1.[OH-].[Na+].[CH3:16][C:17]([O:20][C:21](O[C:21]([O:20][C:17]([CH3:19])([CH3:18])[CH3:16])=[O:22])=[O:22])([CH3:19])[CH3:18].Cl. Given the product [C:17]([O:20][C:21]([NH:13][C@:2]([CH3:1])([CH2:3][C:4]1[CH:9]=[CH:8][CH:7]=[CH:6][CH:5]=1)[C:10]([OH:12])=[O:11])=[O:22])([CH3:19])([CH3:18])[CH3:16], predict the reactants needed to synthesize it.